From a dataset of Peptide-MHC class I binding affinity with 185,985 pairs from IEDB/IMGT. Regression. Given a peptide amino acid sequence and an MHC pseudo amino acid sequence, predict their binding affinity value. This is MHC class I binding data. The peptide sequence is HLDELTTTL. The MHC is HLA-B14:02 with pseudo-sequence HLA-B14:02. The binding affinity (normalized) is 0.213.